Dataset: Catalyst prediction with 721,799 reactions and 888 catalyst types from USPTO. Task: Predict which catalyst facilitates the given reaction. (1) Reactant: [Cl:1][C:2]1[N:10]=[C:9]2[C:5]([N:6]=[CH:7][N:8]2[CH:11]2[CH2:15][CH2:14][CH2:13][CH2:12]2)=[C:4](Cl)[N:3]=1.[CH3:17][O:18][C:19]1[CH:26]=[C:25]([O:27][CH3:28])[CH:24]=[CH:23][C:20]=1[CH2:21][NH2:22]. Product: [Cl:1][C:2]1[N:10]=[C:9]2[C:5]([N:6]=[CH:7][N:8]2[CH:11]2[CH2:15][CH2:14][CH2:13][CH2:12]2)=[C:4]([NH:22][CH2:21][C:20]2[CH:23]=[CH:24][C:25]([O:27][CH3:28])=[CH:26][C:19]=2[O:18][CH3:17])[N:3]=1. The catalyst class is: 66. (2) Reactant: O[Li].O.C[O:5][C:6]([C:8]1([OH:19])[C:17]2[C:12](=[CH:13][CH:14]=[C:15]([F:18])[CH:16]=2)[O:11][CH2:10][CH2:9]1)=[O:7]. Product: [F:18][C:15]1[CH:16]=[C:17]2[C:12](=[CH:13][CH:14]=1)[O:11][CH2:10][CH2:9][C:8]2([C:6]([OH:7])=[O:5])[OH:19]. The catalyst class is: 90. (3) Reactant: [NH2:1][C:2]1[C:7]([C:8]2[N:17]([C:18]3[CH:33]=[CH:32][C:21]([CH2:22][NH:23][C:24](=[O:31])[C:25]4[CH:30]=[CH:29][CH:28]=[CH:27][CH:26]=4)=[CH:20][CH:19]=3)[C:11]3=[N:12][CH:13]=[C:14](Br)[CH:15]=[C:10]3[N:9]=2)=[CH:6][CH:5]=[CH:4][N:3]=1.[OH:34][CH2:35][C:36]1[CH:41]=[CH:40][C:39](B(O)O)=[CH:38][CH:37]=1. Product: [NH2:1][C:2]1[C:7]([C:8]2[N:17]([C:18]3[CH:33]=[CH:32][C:21]([CH2:22][NH:23][C:24](=[O:31])[C:25]4[CH:30]=[CH:29][CH:28]=[CH:27][CH:26]=4)=[CH:20][CH:19]=3)[C:11]3=[N:12][CH:13]=[C:14]([C:39]4[CH:40]=[CH:41][C:36]([CH2:35][OH:34])=[CH:37][CH:38]=4)[CH:15]=[C:10]3[N:9]=2)=[CH:6][CH:5]=[CH:4][N:3]=1. The catalyst class is: 128. (4) Reactant: [Br:1][C:2]1[CH:7]=[CH:6][C:5]([S:8](Cl)(=[O:10])=[O:9])=[CH:4][CH:3]=1.C(N(CC)CC)C.[NH2:19][CH2:20][CH2:21][CH2:22][OH:23]. Product: [Br:1][C:2]1[CH:7]=[CH:6][C:5]([S:8]([NH:19][CH2:20][CH2:21][CH2:22][OH:23])(=[O:10])=[O:9])=[CH:4][CH:3]=1. The catalyst class is: 2. (5) Reactant: C(O)(=O)C.[CH3:5][C:6]1([CH3:33])[N:11]=[C:10]([NH:12][CH2:13][C:14]2[CH:19]=[CH:18][C:17]([O:20][CH3:21])=[CH:16][CH:15]=2)[NH:9][C:8]([NH:22][CH2:23][CH2:24][CH2:25][CH2:26][CH2:27][CH2:28][CH2:29][CH2:30][CH2:31][CH3:32])=[N:7]1.[C:34]([OH:40])(=[O:39])[CH2:35][C:36]([OH:38])=[O:37]. Product: [C:34]([OH:40])(=[O:39])[CH2:35][C:36]([OH:38])=[O:37].[CH3:5][C:6]1([CH3:33])[N:11]=[C:10]([NH:12][CH2:13][C:14]2[CH:19]=[CH:18][C:17]([O:20][CH3:21])=[CH:16][CH:15]=2)[NH:9][C:8]([NH:22][CH2:23][CH2:24][CH2:25][CH2:26][CH2:27][CH2:28][CH2:29][CH2:30][CH2:31][CH3:32])=[N:7]1. The catalyst class is: 10. (6) Reactant: Cl[C:2]1[CH:7]=[C:6]([Cl:8])[N:5]=[CH:4][N:3]=1.[NH:9]1[CH2:14][CH2:13][CH:12]([C:15]([O:17][CH2:18][CH3:19])=[O:16])[CH2:11][CH2:10]1.C([O-])(O)=O.[Na+]. The catalyst class is: 12. Product: [Cl:8][C:6]1[N:5]=[CH:4][N:3]=[C:2]([N:9]2[CH2:14][CH2:13][CH:12]([C:15]([O:17][CH2:18][CH3:19])=[O:16])[CH2:11][CH2:10]2)[CH:7]=1.